The task is: Predict the reactants needed to synthesize the given product.. This data is from Full USPTO retrosynthesis dataset with 1.9M reactions from patents (1976-2016). (1) Given the product [OH:7][CH2:8][C:9]([F:15])([F:14])[S:10]([O-:13])(=[O:12])=[O:11].[C:23]1([I+:22][C:16]2[CH:17]=[CH:18][CH:19]=[CH:20][CH:21]=2)[CH:24]=[CH:25][CH:26]=[CH:27][CH:28]=1, predict the reactants needed to synthesize it. The reactants are: C([O:7][CH2:8][C:9]([F:15])([F:14])[S:10]([O-:13])(=[O:12])=[O:11])(=O)C(C)(C)C.[C:16]1([I+:22][C:23]2[CH:28]=[CH:27][CH:26]=[CH:25][CH:24]=2)[CH:21]=[CH:20][CH:19]=[CH:18][CH:17]=1.CO.[OH-].[Na+].Cl. (2) Given the product [Br:7][C:8]1[CH:16]=[CH:15][C:14]([F:17])=[C:13]2[C:9]=1[CH2:10][CH2:11][C@H:12]2[O:18][C:19]1[CH:31]=[CH:30][C:22]2[C@H:23]([CH2:26][C:27]([OH:29])=[O:28])[CH2:24][O:25][C:21]=2[CH:20]=1, predict the reactants needed to synthesize it. The reactants are: N1CCOCC1.[Br:7][C:8]1[CH:16]=[CH:15][C:14]([F:17])=[C:13]2[C:9]=1[CH2:10][CH2:11][C@H:12]2[O:18][C:19]1[CH:31]=[CH:30][C:22]2[C@H:23]([CH2:26][C:27]([OH:29])=[O:28])[CH2:24][O:25][C:21]=2[CH:20]=1.Cl. (3) Given the product [NH:12]1[C:13]2[C:18](=[CH:17][CH:16]=[CH:15][CH:14]=2)[C:10]([C:8](=[O:9])[CH:32]([NH:31][C:30]2[CH:41]=[CH:42][CH:43]=[C:28]([O:27][CH3:26])[CH:29]=2)[C:33]2[CH:34]=[N:35][C:36]([O:39][CH3:40])=[N:37][CH:38]=2)=[CH:11]1, predict the reactants needed to synthesize it. The reactants are: C(N(CC)CC)C.[CH:8]([C:10]1[C:18]2[C:13](=[CH:14][CH:15]=[CH:16][CH:17]=2)[N:12](C(OC(C)(C)C)=O)[CH:11]=1)=[O:9].[CH3:26][O:27][C:28]1[CH:29]=[C:30]([CH:41]=[CH:42][CH:43]=1)[N:31]=[CH:32][C:33]1[CH:34]=[N:35][C:36]([O:39][CH3:40])=[N:37][CH:38]=1. (4) The reactants are: [S:1]([N:11]1[C:19]2[CH:18]=[CH:17][N:16]=[C:15]([C:20](=O)[CH3:21])[C:14]=2[CH:13]=[CH:12]1)([C:4]1[CH:10]=[CH:9][C:7]([CH3:8])=[CH:6][CH:5]=1)(=[O:3])=[O:2].Cl.[NH2:24][OH:25].CC([O-])=O.[Na+]. Given the product [S:1]([N:11]1[C:19]2[CH:18]=[CH:17][N:16]=[C:15]([C:20](=[N:24][OH:25])[CH3:21])[C:14]=2[CH:13]=[CH:12]1)([C:4]1[CH:10]=[CH:9][C:7]([CH3:8])=[CH:6][CH:5]=1)(=[O:3])=[O:2], predict the reactants needed to synthesize it. (5) Given the product [ClH:1].[Cl:1][C:2]1[CH:7]=[C:6]([CH3:8])[N:5]=[C:4]([C:9]([N:11]2[CH2:16][CH2:15][CH2:14][CH2:13][C@H:12]2[CH2:17][C:18]2[N:19]=[C:20]3[C:25]([CH3:26])=[CH:24][CH:23]=[CH:22][N:21]3[CH:27]=2)=[O:10])[C:3]=1[O:28][CH2:29][CH3:30], predict the reactants needed to synthesize it. The reactants are: [Cl:1][C:2]1[CH:7]=[C:6]([CH3:8])[N:5]=[C:4]([C:9]([N:11]2[CH2:16][CH2:15][CH2:14][CH2:13][C@H:12]2[CH2:17][C:18]2[N:19]=[C:20]3[C:25]([CH3:26])=[CH:24][CH:23]=[CH:22][N:21]3[CH:27]=2)=[O:10])[C:3]=1[O:28][CH2:29][CH3:30].Cl.CCOCC. (6) Given the product [OH:35][CH2:34][C@H:23]([NH:22][C:14](=[O:16])[C:13]1[CH:17]=[C:9]([C:8]#[C:7][C:1]2[CH:2]=[CH:3][CH:4]=[CH:5][CH:6]=2)[CH:10]=[CH:11][C:12]=1[O:18][CH2:19][CH2:20][CH3:21])[CH2:24][C:25]1[C:33]2[C:28](=[CH:29][CH:30]=[CH:31][CH:32]=2)[NH:27][CH:26]=1, predict the reactants needed to synthesize it. The reactants are: [C:1]1([C:7]#[C:8][C:9]2[CH:10]=[CH:11][C:12]([O:18][CH2:19][CH2:20][CH3:21])=[C:13]([CH:17]=2)[C:14]([OH:16])=O)[CH:6]=[CH:5][CH:4]=[CH:3][CH:2]=1.[NH2:22][C@@H:23]([CH2:34][OH:35])[CH2:24][C:25]1[C:33]2[C:28](=[CH:29][CH:30]=[CH:31][CH:32]=2)[NH:27][CH:26]=1.C1C=C2N=NN(O)C2=CC=1.O.C(Cl)CCl. (7) Given the product [F:1][C:2]1[CH:7]=[CH:6][C:5]([F:8])=[CH:4][C:3]=1[C:9]1[N:13]=[C:12]([C:14]2[CH:23]=[N:33][N:32]([CH2:29][CH2:30][CH3:31])[C:15]=2[C:17]2[CH:22]=[CH:21][CH:20]=[CH:19][CH:18]=2)[O:11][N:10]=1, predict the reactants needed to synthesize it. The reactants are: [F:1][C:2]1[CH:7]=[CH:6][C:5]([F:8])=[CH:4][C:3]=1[C:9]1[N:13]=[C:12]([CH2:14][C:15]([C:17]2[CH:22]=[CH:21][CH:20]=[CH:19][CH:18]=2)=O)[O:11][N:10]=1.[C:23](O)(=O)C(O)=O.[CH2:29]([NH:32][NH2:33])[CH2:30][CH3:31].